Dataset: Catalyst prediction with 721,799 reactions and 888 catalyst types from USPTO. Task: Predict which catalyst facilitates the given reaction. (1) Reactant: [F:1][C:2]([F:13])([F:12])[O:3][C:4]1[CH:11]=[CH:10][C:7]([C:8]#[N:9])=[CH:6][CH:5]=1.[NH2:14][OH:15].Cl. Product: [OH:15][NH:14][C:8](=[NH:9])[C:7]1[CH:10]=[CH:11][C:4]([O:3][C:2]([F:1])([F:12])[F:13])=[CH:5][CH:6]=1. The catalyst class is: 14. (2) Reactant: [CH3:1][O:2][C:3]1[CH:8]=[CH:7][C:6]([O:9][CH3:10])=[CH:5][C:4]=1[CH:11]([CH3:16])[C:12](OC)=[O:13].[H-].[Al+3].[Li+].[H-].[H-].[H-].O.Cl. Product: [CH3:1][O:2][C:3]1[CH:8]=[CH:7][C:6]([O:9][CH3:10])=[CH:5][C:4]=1[CH:11]([CH3:16])[CH2:12][OH:13]. The catalyst class is: 7. (3) Reactant: [O:1]=[C:2]([N:13]1[CH2:18][CH2:17][N:16]([C:19]2[C:24]([C:25]3[CH:30]=[CH:29][CH:28]=[CH:27][CH:26]=3)=[CH:23][N:22]=[C:21]3[NH:31][CH:32]=[CH:33][C:20]=23)[CH2:15][CH2:14]1)[CH2:3][CH2:4][NH:5]C(=O)OC(C)(C)C.C(O)(C(F)(F)F)=O. Product: [NH2:5][CH2:4][CH2:3][C:2]([N:13]1[CH2:18][CH2:17][N:16]([C:19]2[C:24]([C:25]3[CH:30]=[CH:29][CH:28]=[CH:27][CH:26]=3)=[CH:23][N:22]=[C:21]3[NH:31][CH:32]=[CH:33][C:20]=23)[CH2:15][CH2:14]1)=[O:1]. The catalyst class is: 2. (4) Reactant: FC1C=CC=CC=1NC1C2N(C=CC=2)C2[CH:13]=[CH:14][CH:15]=[C:16]([C:19]([O-:21])=O)C=2N=1.[CH:25]1([NH2:28])CC1.CCN=C=NCCCN(C)C.Cl.[CH:41]1[CH:42]=[CH:43][C:44]2[N:49](O)N=[N:47][C:45]=2[CH:46]=1.CCN(C(C)C)C(C)C.[O:60]1CCOCC1. Product: [O:21]=[C:19]1[NH:47][C:45]2[C:46]([C:25]([NH2:28])=[O:60])=[CH:41][CH:42]=[CH:43][C:44]=2[N:49]2[CH:13]=[CH:14][CH:15]=[C:16]12. The catalyst class is: 5. (5) Reactant: Br[C:2]1[CH:11]=[CH:10][C:5]([C:6]([O:8]C)=[O:7])=[C:4]([NH:12][C:13]2[CH:18]=[CH:17][C:16]([F:19])=[CH:15][CH:14]=2)[CH:3]=1.[F:20][C:21]1[CH:26]=[CH:25][C:24](B(O)O)=[CH:23][CH:22]=1.C(=O)([O-])[O-].[Na+].[Na+]. Product: [F:19][C:16]1[CH:17]=[CH:18][C:13]([NH:12][C:4]2[CH:3]=[C:2]([C:24]3[CH:25]=[CH:26][C:21]([F:20])=[CH:22][CH:23]=3)[CH:11]=[CH:10][C:5]=2[C:6]([OH:8])=[O:7])=[CH:14][CH:15]=1. The catalyst class is: 80. (6) Reactant: [O:1]1[C:7]2[CH:8]=[CH:9][CH:10]=[CH:11][C:6]=2[S:5][CH2:4][C@H:3]([NH2:12])[CH2:2]1.CC1C=CC(S(O[CH2:24][C@H:25]([CH3:36])[CH2:26][S:27][C:28]2[CH:33]=[CH:32][CH:31]=[CH:30][C:29]=2[O:34][CH3:35])(=O)=O)=CC=1.C(N(CC)CC)C. Product: [CH3:35][O:34][C:29]1[CH:30]=[CH:31][CH:32]=[CH:33][C:28]=1[S:27][CH2:26][C@@H:25]([CH3:36])[CH2:24][NH:12][C@H:3]1[CH2:4][S:5][C:6]2[CH:11]=[CH:10][CH:9]=[CH:8][C:7]=2[O:1][CH2:2]1. The catalyst class is: 11. (7) Reactant: [N+:1]([C:4]1[CH:13]=[CH:12][C:7]2[NH:8][CH2:9][CH2:10][O:11][C:6]=2[CH:5]=1)([O-:3])=[O:2].[H-].[Na+].Br[CH2:17][C:18]1[CH:27]=[CH:26][C:21]([C:22]([O:24][CH3:25])=[O:23])=[CH:20][CH:19]=1. Product: [N+:1]([C:4]1[CH:13]=[CH:12][C:7]2[N:8]([CH2:17][C:18]3[CH:27]=[CH:26][C:21]([C:22]([O:24][CH3:25])=[O:23])=[CH:20][CH:19]=3)[CH2:9][CH2:10][O:11][C:6]=2[CH:5]=1)([O-:3])=[O:2]. The catalyst class is: 3. (8) The catalyst class is: 121. Reactant: [C:1]([O:4][CH:5]1[C:9]2=[N:10][CH:11]=[C:12]([NH2:29])[C:13]([N:14]3[CH2:19][C@H:18]([CH3:20])[CH2:17][C@H:16]([NH:21][C:22]([O:24][C:25]([CH3:28])([CH3:27])[CH3:26])=[O:23])[CH2:15]3)=[C:8]2[CH2:7][CH2:6]1)(=[O:3])[CH3:2].[F:30][C:31]1[C:36]([O:37][CH3:38])=[CH:35][CH:34]=[C:33]([F:39])[C:32]=1[C:40]1[N:45]=[C:44]([C:46](O)=[O:47])[CH:43]=[CH:42][C:41]=1[F:49].CN(C(ON1N=NC2C=CC=NC1=2)=[N+](C)C)C.F[P-](F)(F)(F)(F)F.CCN(C(C)C)C(C)C. Product: [C:1]([O:4][CH:5]1[C:9]2=[N:10][CH:11]=[C:12]([NH:29][C:46]([C:44]3[CH:43]=[CH:42][C:41]([F:49])=[C:40]([C:32]4[C:33]([F:39])=[CH:34][CH:35]=[C:36]([O:37][CH3:38])[C:31]=4[F:30])[N:45]=3)=[O:47])[C:13]([N:14]3[CH2:19][C@H:18]([CH3:20])[CH2:17][C@H:16]([NH:21][C:22]([O:24][C:25]([CH3:28])([CH3:27])[CH3:26])=[O:23])[CH2:15]3)=[C:8]2[CH2:7][CH2:6]1)(=[O:3])[CH3:2]. (9) Reactant: [Cl:1][C:2]1[CH:3]=[C:4]([CH2:9][CH2:10][C@H:11]([NH:13][S@](C(C)(C)C)=O)[CH3:12])[CH:5]=[CH:6][C:7]=1[Cl:8].Cl.CC(S(OC)=O)(C)C. Product: [ClH:1].[Cl:1][C:2]1[CH:3]=[C:4]([CH2:9][CH2:10][C@H:11]([NH2:13])[CH3:12])[CH:5]=[CH:6][C:7]=1[Cl:8]. The catalyst class is: 71. (10) Reactant: [NH2:1][C:2]1[C:11]([C:12]([O:14][CH3:15])=[O:13])=[CH:10][C:9]2[C:4](=[CH:5][C:6]([O:18][CH3:19])=[C:7]([O:16][CH3:17])[CH:8]=2)[N:3]=1.CO[CH:22](OC)[N:23]([CH3:25])[CH3:24].C1(C)C=CC(S(O)(=O)=O)=CC=1. Product: [CH3:22][N:23](/[CH:25]=[N:1]/[C:2]1[C:11]([C:12]([O:14][CH3:15])=[O:13])=[CH:10][C:9]2[C:4](=[CH:5][C:6]([O:18][CH3:19])=[C:7]([O:16][CH3:17])[CH:8]=2)[N:3]=1)[CH3:24]. The catalyst class is: 11.